From a dataset of Full USPTO retrosynthesis dataset with 1.9M reactions from patents (1976-2016). Predict the reactants needed to synthesize the given product. (1) Given the product [Br:12][C:13]1[CH:18]=[CH:17][C:16]([O:3][C:4]2([C:7]([O:9][CH2:10][CH3:11])=[O:8])[CH2:6][CH2:5]2)=[C:15]([N+:20]([O-:22])=[O:21])[CH:14]=1, predict the reactants needed to synthesize it. The reactants are: [H-].[Na+].[OH:3][C:4]1([C:7]([O:9][CH2:10][CH3:11])=[O:8])[CH2:6][CH2:5]1.[Br:12][C:13]1[CH:18]=[CH:17][C:16](F)=[C:15]([N+:20]([O-:22])=[O:21])[CH:14]=1. (2) The reactants are: [NH2:1][CH:2]([CH2:6][C:7]1[CH:12]=[CH:11][CH:10]=[CH:9][C:8]=1[CH:13]=[CH2:14])[C:3]([OH:5])=[O:4].C(=O)([O-])[O-].[Na+].[Na+].C(N1[C:30](=[O:31])[C:29]2=[CH:32][CH:33]=[CH:34][CH:35]=[C:28]2[C:27]1=[O:36])(OCC)=O. Given the product [O:31]=[C:30]1[C:29]2[C:28](=[CH:35][CH:34]=[CH:33][CH:32]=2)[C:27](=[O:36])[N:1]1[CH:2]([CH2:6][C:7]1[CH:12]=[CH:11][CH:10]=[CH:9][C:8]=1[CH:13]=[CH2:14])[C:3]([OH:5])=[O:4], predict the reactants needed to synthesize it. (3) Given the product [Cl:8][C:9]1[C:10]([O:7][CH2:3][C:4]#[C:5][CH3:6])=[N:11][C:12]([F:23])=[N:13][C:14]=1[N:15]1[CH2:20][CH:19]([CH3:21])[CH2:18][CH:17]([CH3:22])[CH2:16]1, predict the reactants needed to synthesize it. The reactants are: [H-].[Na+].[CH2:3]([OH:7])[C:4]#[C:5][CH3:6].[Cl:8][C:9]1[C:10](F)=[N:11][C:12]([F:23])=[N:13][C:14]=1[N:15]1[CH2:20][CH:19]([CH3:21])[CH2:18][CH:17]([CH3:22])[CH2:16]1.[Cl-].[NH4+]. (4) Given the product [CH2:1]([N:6]1[CH2:11][CH2:10][C:9]2([C:19]3[C:14](=[CH:15][CH:16]=[CH:17][CH:18]=3)[N:13]([C:20]3[CH:26]=[CH:25][CH:24]=[CH:23][C:21]=3[NH:22][C:36]([NH:35][C:27](=[O:34])[C:28]3[CH:29]=[CH:30][CH:31]=[CH:32][CH:33]=3)=[S:37])[CH2:12]2)[CH2:8][CH2:7]1)[C:2]([CH3:5])([CH3:4])[CH3:3], predict the reactants needed to synthesize it. The reactants are: [CH2:1]([N:6]1[CH2:11][CH2:10][C:9]2([C:19]3[C:14](=[CH:15][CH:16]=[CH:17][CH:18]=3)[N:13]([C:20]3[CH:26]=[CH:25][CH:24]=[CH:23][C:21]=3[NH2:22])[CH2:12]2)[CH2:8][CH2:7]1)[C:2]([CH3:5])([CH3:4])[CH3:3].[C:27]([N:35]=[C:36]=[S:37])(=[O:34])[C:28]1[CH:33]=[CH:32][CH:31]=[CH:30][CH:29]=1. (5) Given the product [NH:17]1[C:25]2[C:20](=[CH:21][CH:22]=[CH:23][CH:24]=2)[C:19](/[CH:26]=[C:8]2\[O:9][C:5]3[C:4]([C:13]([O:15][CH3:16])=[O:14])=[C:3]([O:2][CH3:1])[CH:12]=[CH:11][C:6]=3[C:7]\2=[O:10])=[N:18]1, predict the reactants needed to synthesize it. The reactants are: [CH3:1][O:2][C:3]1[CH:12]=[CH:11][C:6]2[C:7](=[O:10])[CH2:8][O:9][C:5]=2[C:4]=1[C:13]([O:15][CH3:16])=[O:14].[NH:17]1[C:25]2[C:20](=[CH:21][CH:22]=[CH:23][CH:24]=2)[C:19]([CH:26]=O)=[N:18]1. (6) The reactants are: [Cl:1][C:2]1[CH:7]=[CH:6][C:5]([NH:8][C:9](=[O:14])[C:10]([CH3:13])([CH3:12])[CH3:11])=[CH:4][CH:3]=1.CCCCCC.C([Li])CCC.[CH3:26][O:27][C:28]1[C:41]([O:42][C:43]([F:46])([F:45])[F:44])=[CH:40][CH:39]=[CH:38][C:29]=1[C:30](N1CCOCC1)=[O:31].[Cl-].[NH4+]. Given the product [Cl:1][C:2]1[CH:3]=[CH:4][C:5]([NH:8][C:9](=[O:14])[C:10]([CH3:11])([CH3:13])[CH3:12])=[C:6]([C:30](=[O:31])[C:29]2[CH:38]=[CH:39][CH:40]=[C:41]([O:42][C:43]([F:45])([F:46])[F:44])[C:28]=2[O:27][CH3:26])[CH:7]=1, predict the reactants needed to synthesize it. (7) Given the product [C:1]([O:5][C:6](=[O:32])[NH:7][C@H:8]1[CH2:13][CH2:12][C@@H:11]([N:14]2[C:15](=[O:16])[C:17]3[CH:22]=[C:21]([F:23])[CH:20]=[N:19][C:18]=3[N:24]([C:25]3[CH:30]=[CH:29][CH:28]=[C:27]([I:31])[CH:26]=3)[C:33]2=[O:34])[CH2:10][CH2:9]1)([CH3:4])([CH3:2])[CH3:3], predict the reactants needed to synthesize it. The reactants are: [C:1]([O:5][C:6](=[O:32])[NH:7][C@H:8]1[CH2:13][CH2:12][C@@H:11]([NH:14][C:15]([C:17]2[C:18]([NH:24][C:25]3[CH:30]=[CH:29][CH:28]=[C:27]([I:31])[CH:26]=3)=[N:19][CH:20]=[C:21]([F:23])[CH:22]=2)=[O:16])[CH2:10][CH2:9]1)([CH3:4])([CH3:3])[CH3:2].[C:33](N1C=CN=C1)(N1C=CN=C1)=[O:34].[H-].[Na+].O. (8) Given the product [CH2:1]([N:8]([CH2:9][C:10]1[C:11](=[O:21])[NH:12][C:13]2[C:18]([CH:19]=1)=[CH:17][C:16]([CH3:20])=[CH:15][CH:14]=2)[C:23]1[CH:30]=[CH:29][C:26]([C:27]#[N:28])=[CH:25][N:24]=1)[C:2]1[CH:3]=[CH:4][CH:5]=[CH:6][CH:7]=1, predict the reactants needed to synthesize it. The reactants are: [CH2:1]([NH:8][CH2:9][C:10]1[C:11](=[O:21])[NH:12][C:13]2[C:18]([CH:19]=1)=[CH:17][C:16]([CH3:20])=[CH:15][CH:14]=2)[C:2]1[CH:7]=[CH:6][CH:5]=[CH:4][CH:3]=1.Cl[C:23]1[CH:30]=[CH:29][C:26]([C:27]#[N:28])=[CH:25][N:24]=1.C(N(CC)CC)C. (9) Given the product [CH:21]1([C@@H:27]([NH:29][C:11](=[O:12])[C:10]2[CH:14]=[CH:15][C:16]([O:17][CH2:18][C:19]#[CH:20])=[C:8]([O:7][CH3:6])[CH:9]=2)[CH3:28])[CH2:26][CH2:25][CH2:24][CH2:23][CH2:22]1, predict the reactants needed to synthesize it. The reactants are: C1COCC1.[CH3:6][O:7][C:8]1[CH:9]=[C:10]([CH:14]=[CH:15][C:16]=1[O:17][CH2:18][C:19]#[CH:20])[C:11](Cl)=[O:12].[CH:21]1([C@@H:27]([NH2:29])[CH3:28])[CH2:26][CH2:25][CH2:24][CH2:23][CH2:22]1.C(N(CC)CC)C.